Dataset: Reaction yield outcomes from USPTO patents with 853,638 reactions. Task: Predict the reaction yield, written as a fraction of the theoretical maximum amount of product (1.0 means a 100% yield; for example, 0.34 means a 34% yield). (1) The reactants are CCOCC.Br[C:7]1[CH:12]=[CH:11][C:10]([C:13]([CH3:16])([CH3:15])[CH3:14])=[CH:9][CH:8]=1.[Cl:17][C:18]1[N:26]=[CH:25][CH:24]=[CH:23][C:19]=1[C:20](Cl)=[O:21].C([O-])([O-])=O.[K+].[K+]. The catalyst is C1COCC1. The product is [C:13]([C:10]1[CH:11]=[CH:12][C:7]([C:20]([C:19]2[C:18]([Cl:17])=[N:26][CH:25]=[CH:24][CH:23]=2)=[O:21])=[CH:8][CH:9]=1)([CH3:16])([CH3:15])[CH3:14]. The yield is 0.430. (2) The reactants are [Br:1][C:2]1[N:7]=[CH:6][C:5]([CH2:8][NH:9][C:10]2[N:18]=[C:17](Cl)[N:16]=[C:15]3[C:11]=2[N:12]=[CH:13][N:14]3[CH:20]2[CH2:24][CH2:23][CH2:22][CH2:21]2)=[CH:4][CH:3]=1.[NH2:25][C@H:26]1[CH2:31][CH2:30][C@H:29]([NH2:32])[CH2:28][CH2:27]1. The catalyst is O. The product is [NH2:25][CH:26]1[CH2:31][CH2:30][CH:29]([NH:32][C:17]2[N:16]=[C:15]3[C:11]([N:12]=[CH:13][N:14]3[CH:20]3[CH2:24][CH2:23][CH2:22][CH2:21]3)=[C:10]([NH:9][CH2:8][C:5]3[CH:6]=[N:7][C:2]([Br:1])=[CH:3][CH:4]=3)[N:18]=2)[CH2:28][CH2:27]1. The yield is 0.330. (3) The reactants are [NH2:1][C:2]1[C:7]([NH2:8])=[C:6]([Cl:9])[C:5]([Cl:10])=[CH:4][N:3]=1.[N:11]1([CH2:17][CH2:18][NH:19][C:20]2[CH:28]=[CH:27][C:23]([C:24](O)=O)=[CH:22][CH:21]=2)[CH2:16][CH2:15][O:14][CH2:13][CH2:12]1. The catalyst is O=P(Cl)(Cl)Cl. The yield is 0.0200. The product is [Cl:10][C:5]1[C:6]([Cl:9])=[C:7]2[N:8]=[C:24]([C:23]3[CH:27]=[CH:28][C:20]([NH:19][CH2:18][CH2:17][N:11]4[CH2:16][CH2:15][O:14][CH2:13][CH2:12]4)=[CH:21][CH:22]=3)[NH:1][C:2]2=[N:3][CH:4]=1. (4) The reactants are [CH:1]1([CH2:7][C@H:8]([N:12]2[CH2:16][C:15]([O:17][C:18]3[CH:23]=[CH:22][CH:21]=[CH:20][C:19]=3[O:24][CH:25]([CH3:27])[CH3:26])=[CH:14][C:13]2=[O:28])[C:9]([OH:11])=O)[CH2:6][CH2:5][CH2:4][CH2:3][CH2:2]1.Cl.[CH3:30]N(C)CCCN=C=NCC.C(N(CC)C(C)C)(C)C.ON1C2C=CC=CC=2N=N1.Cl.[OH:61][C@@H:62]([CH2:92]O)[CH2:63][N:64]1[CH:68]=[CH:67][C:66]([NH:69]C(=O)[C@@H](N2CC(OC3C=CC=C(Cl)C=3Cl)=CC2=O)CC(C)C)=[N:65]1. The catalyst is ClCCl.C(OCC)(=O)C. The product is [CH:1]1([CH2:7][C@H:8]([N:12]2[CH2:16][C:15]([O:17][C:18]3[CH:23]=[CH:22][CH:21]=[CH:20][C:19]=3[O:24][CH:25]([CH3:27])[CH3:26])=[CH:14][C:13]2=[O:28])[C:9]([NH:69][C:66]2[CH:67]=[CH:68][N:64]([CH2:63][C:62]([OH:61])([CH3:92])[CH3:30])[N:65]=2)=[O:11])[CH2:6][CH2:5][CH2:4][CH2:3][CH2:2]1. The yield is 0.340. (5) The reactants are [CH2:1]([O:3][C:4](=[O:22])[CH2:5][CH2:6][NH:7][C:8]1[CH:13]=[CH:12][C:11]([C:14]2([C:18]([O:20][CH3:21])=[O:19])[CH2:17][CH2:16][CH2:15]2)=[CH:10][CH:9]=1)[CH3:2].[Cl-].C(N(CC)CCC[NH+](C)C)#N.[C:35]([CH2:37][C:38](O)=[O:39])#[N:36]. The catalyst is ClCCl.CN(C)C1C=CN=CC=1. The product is [C:35]([CH2:37][C:38]([N:7]([C:8]1[CH:9]=[CH:10][C:11]([C:14]2([C:18]([O:20][CH3:21])=[O:19])[CH2:15][CH2:16][CH2:17]2)=[CH:12][CH:13]=1)[CH2:6][CH2:5][C:4]([O:3][CH2:1][CH3:2])=[O:22])=[O:39])#[N:36]. The yield is 0.570. (6) The reactants are [H-].[Na+].[O:3]=[C:4]1[C:8]2[NH:9][C:10]([C:12]([O:14][CH2:15][CH3:16])=[O:13])=[CH:11][C:7]=2[CH2:6][CH2:5]1.[CH3:17][Si:18]([CH2:21][CH2:22][O:23][CH2:24]Cl)([CH3:20])[CH3:19]. The catalyst is CN(C=O)C. The product is [O:3]=[C:4]1[C:8]2[N:9]([CH2:24][O:23][CH2:22][CH2:21][Si:18]([CH3:20])([CH3:19])[CH3:17])[C:10]([C:12]([O:14][CH2:15][CH3:16])=[O:13])=[CH:11][C:7]=2[CH2:6][CH2:5]1. The yield is 0.860.